From a dataset of Catalyst prediction with 721,799 reactions and 888 catalyst types from USPTO. Predict which catalyst facilitates the given reaction. Reactant: [C:1]([N:5]1[C:9]([C:10]2[CH:15]=[CH:14][C:13]([N:16]3[CH2:21][CH2:20][CH2:19][CH2:18][CH2:17]3)=[CH:12][CH:11]=2)=[CH:8][C:7]([CH:22]=[N:23]O)=[N:6]1)([CH3:4])([CH3:3])[CH3:2].[H-].[Al+3].[Li+].[H-].[H-].[H-].CCCCCC.CCOC(C)=O. Product: [C:1]([N:5]1[C:9]([C:10]2[CH:15]=[CH:14][C:13]([N:16]3[CH2:21][CH2:20][CH2:19][CH2:18][CH2:17]3)=[CH:12][CH:11]=2)=[CH:8][C:7]([CH2:22][NH2:23])=[N:6]1)([CH3:4])([CH3:3])[CH3:2]. The catalyst class is: 469.